This data is from Full USPTO retrosynthesis dataset with 1.9M reactions from patents (1976-2016). The task is: Predict the reactants needed to synthesize the given product. (1) Given the product [N:1]1[CH:5]=[CH:4][N:3]2[CH2:6][CH2:7][C:8](=[O:9])[C:2]=12, predict the reactants needed to synthesize it. The reactants are: [N:1]1[CH:5]=[CH:4][N:3]2[CH2:6][CH2:7][CH:8]([OH:9])[C:2]=12. (2) The reactants are: [OH-].[Na+].[CH3:3][N:4]([C:13]1[CH:14]=[C:15]([C:19]2[CH:20]=[N:21][C:22]([CH:25]=[CH:26][C:27]([O-:29])=[O:28])=[N:23][CH:24]=2)[CH:16]=[CH:17][CH:18]=1)[C:5]([NH:7][CH2:8][CH2:9][CH2:10][CH2:11][CH3:12])=[O:6]. Given the product [CH3:3][N:4]([C:13]1[CH:14]=[C:15]([C:19]2[CH:20]=[N:21][C:22]([CH:25]=[CH:26][C:27]([OH:29])=[O:28])=[N:23][CH:24]=2)[CH:16]=[CH:17][CH:18]=1)[C:5]([NH:7][CH2:8][CH2:9][CH2:10][CH2:11][CH3:12])=[O:6], predict the reactants needed to synthesize it. (3) The reactants are: Br[C:2]1[CH:14]=[CH:13][C:12]([C:15]([F:18])([F:17])[F:16])=[CH:11][C:3]=1[O:4][C:5]1[N:10]=[CH:9][CH:8]=[CH:7][N:6]=1.CC1(C)C(C)(C)OB([C:27]2[CH:28]=[CH:29][C:30]([C:33]3[CH:34]=[N:35][C:36]([NH2:39])=[N:37][CH:38]=3)=[N:31][CH:32]=2)O1. Given the product [N:6]1[CH:7]=[CH:8][CH:9]=[N:10][C:5]=1[O:4][C:3]1[CH:11]=[C:12]([C:15]([F:18])([F:17])[F:16])[CH:13]=[CH:14][C:2]=1[C:27]1[CH:28]=[CH:29][C:30]([C:33]2[CH:38]=[N:37][C:36]([NH2:39])=[N:35][CH:34]=2)=[N:31][CH:32]=1, predict the reactants needed to synthesize it. (4) Given the product [Cl:25][C:19]1[CH:20]=[C:21]([Cl:24])[CH:22]=[CH:23][C:18]=1[C:13]1[CH:12]=[CH:11][NH:10][C:9](=[O:8])[C:14]=1[N+:15]([O-:17])=[O:16], predict the reactants needed to synthesize it. The reactants are: C([O:8][C:9]1[C:14]([N+:15]([O-:17])=[O:16])=[C:13]([C:18]2[CH:23]=[CH:22][C:21]([Cl:24])=[CH:20][C:19]=2[Cl:25])[CH:12]=[CH:11][N:10]=1)C1C=CC=CC=1. (5) Given the product [N:29]([CH2:6][CH2:7][N:8]1[C:16]2[CH:15]=[CH:14][CH:13]=[CH:12][C:11]=2[C:10]2[CH2:17][CH2:18][N:19]([C:22]([O:24][C:25]([CH3:28])([CH3:27])[CH3:26])=[O:23])[CH2:20][CH2:21][C:9]1=2)=[N+:30]=[N-:31], predict the reactants needed to synthesize it. The reactants are: CS(O[CH2:6][CH2:7][N:8]1[C:16]2[CH:15]=[CH:14][CH:13]=[CH:12][C:11]=2[C:10]2[CH2:17][CH2:18][N:19]([C:22]([O:24][C:25]([CH3:28])([CH3:27])[CH3:26])=[O:23])[CH2:20][CH2:21][C:9]1=2)(=O)=O.[N-:29]=[N+:30]=[N-:31].[Na+].